This data is from Catalyst prediction with 721,799 reactions and 888 catalyst types from USPTO. The task is: Predict which catalyst facilitates the given reaction. (1) Reactant: [CH3:1][CH:2]([C:4]1[N:8]([CH2:9][CH2:10][C@@H:11]([OH:19])[CH2:12][C@@H:13]([OH:18])[CH2:14][C:15]([O-:17])=[O:16])[C:7]([C:20]2[CH:21]=[CH:22][C:23]([F:26])=[CH:24][CH:25]=2)=[C:6]([C:27]2[CH:28]=[CH:29][CH:30]=[CH:31][CH:32]=2)[C:5]=1[C:33]([NH:35][C:36]1[CH:37]=[CH:38][CH:39]=[CH:40][CH:41]=1)=[O:34])[CH3:3].[CH3:3][CH:2]([C:4]1[N:8]([CH2:9][CH2:10][C@@H:11]([OH:19])[CH2:12][C@@H:13]([OH:18])[CH2:14][C:15]([O-:17])=[O:16])[C:7]([C:20]2[CH:25]=[CH:24][C:23]([F:26])=[CH:22][CH:21]=2)=[C:6]([C:27]2[CH:32]=[CH:31][CH:30]=[CH:29][CH:28]=2)[C:5]=1[C:33]([NH:35][C:36]1[CH:41]=[CH:40][CH:39]=[CH:38][CH:37]=1)=[O:34])[CH3:1].[Ca+2].O. Product: [CH3:3][CH:2]([C:4]1[N:8]([CH2:9][CH2:10][C@@H:11]([OH:19])[CH2:12][C@@H:13]([OH:18])[CH2:14][C:15]([OH:17])=[O:16])[C:7]([C:20]2[CH:25]=[CH:24][C:23]([F:26])=[CH:22][CH:21]=2)=[C:6]([C:27]2[CH:32]=[CH:31][CH:30]=[CH:29][CH:28]=2)[C:5]=1[C:33]([NH:35][C:36]1[CH:41]=[CH:40][CH:39]=[CH:38][CH:37]=1)=[O:34])[CH3:1]. The catalyst class is: 10. (2) The catalyst class is: 5. Product: [CH3:20][O:19][C@@H:6]1[C@H:7]([OH:12])[C@@H:8]([CH2:10][OH:11])[O:9][C@H:5]1[N:4]1[CH:3]=[C:2]([CH3:1])[C:16](=[O:17])[NH:15][C:14]1=[O:13]. Reactant: [CH3:1][C:2]1[C:16](=[O:17])[N:15]=[C:14]2[N:4]([C@@H:5]3[O:9][C@H:8]([CH2:10][OH:11])[C@@H:7]([OH:12])[C@@H:6]3[O:13]2)[CH:3]=1.B(OC)(OC)[O:19][CH3:20].B.[H][H]. (3) The catalyst class is: 2. Reactant: O[CH2:2][CH2:3][CH2:4][CH2:5][CH2:6][CH2:7][CH2:8][CH2:9][C@H:10]([NH:16][S:17]([C:20]1[CH:25]=[CH:24][CH:23]=[CH:22][C:21]=1[N+:26]([O-:28])=[O:27])(=[O:19])=[O:18])[C:11]([O:13][CH2:14][CH3:15])=[O:12].CS(Cl)(=O)=O.[CH2:34]([N:36](CC)CC)C.O. Product: [CH3:34][NH:36][CH2:2][CH2:3][CH2:4][CH2:5][CH2:6][CH2:7][CH2:8][CH2:9][C@H:10]([NH:16][S:17]([C:20]1[CH:25]=[CH:24][CH:23]=[CH:22][C:21]=1[N+:26]([O-:28])=[O:27])(=[O:19])=[O:18])[C:11]([O:13][CH2:14][CH3:15])=[O:12]. (4) Reactant: C(OC(=O)[NH:7][C@H:8]([C:11]1[N:15]([C:16]2[CH:21]=[CH:20][CH:19]=[CH:18][CH:17]=2)[C:14]2[CH:22]=[C:23]([F:26])[CH:24]=[CH:25][C:13]=2[N:12]=1)[CH2:9][CH3:10])(C)(C)C.C(O)(C(F)(F)F)=O. Product: [F:26][C:23]1[CH:24]=[CH:25][C:13]2[N:12]=[C:11]([C@@H:8]([NH2:7])[CH2:9][CH3:10])[N:15]([C:16]3[CH:17]=[CH:18][CH:19]=[CH:20][CH:21]=3)[C:14]=2[CH:22]=1. The catalyst class is: 2. (5) Reactant: [CH2:1]([C:3]1[CH:30]=[CH:29][C:6]([C:7]([N:9]2[CH2:14][CH2:13][C:12]3([O:19][C:18]4[CH:20]=[C:21]([CH:24]=O)[CH:22]=[CH:23][C:17]=4[N:16]4[CH:26]=[CH:27][CH:28]=[C:15]34)[CH2:11][CH2:10]2)=[O:8])=[CH:5][C:4]=1[O:31][CH3:32])[CH3:2].C[CH2:34][N:35](CC)[CH2:36]C. Product: [CH3:34][N:35]([CH2:24][C:21]1[CH:22]=[CH:23][C:17]2[N:16]3[CH:26]=[CH:27][CH:28]=[C:15]3[C:12]3([CH2:13][CH2:14][N:9]([C:7]([C:6]4[CH:29]=[CH:30][C:3]([CH2:1][CH3:2])=[C:4]([O:31][CH3:32])[CH:5]=4)=[O:8])[CH2:10][CH2:11]3)[O:19][C:18]=2[CH:20]=1)[CH3:36]. The catalyst class is: 3.